From a dataset of Retrosynthesis with 50K atom-mapped reactions and 10 reaction types from USPTO. Predict the reactants needed to synthesize the given product. (1) Given the product CC(C)(C)NC(=O)N1CCn2c(c(C(N)=O)c(-c3cccc(C(F)(F)F)c3)c2C2CC2)C1, predict the reactants needed to synthesize it. The reactants are: CC(C)(C)NC(=O)N1CCn2c(c(C(N)=O)c(Br)c2C2CC2)C1.OB(O)c1cccc(C(F)(F)F)c1. (2) Given the product CC(=O)Nc1ccc(C)c(NC(=O)C(F)(F)F)c1, predict the reactants needed to synthesize it. The reactants are: CC(=O)Cl.Cc1ccc(N)cc1NC(=O)C(F)(F)F. (3) Given the product CC(OC(=O)Oc1c(F)cccc1F)OC(=O)C(C)C, predict the reactants needed to synthesize it. The reactants are: CC(C)C(=O)O.CC(Cl)OC(=O)Oc1c(F)cccc1F.